From a dataset of Full USPTO retrosynthesis dataset with 1.9M reactions from patents (1976-2016). Predict the reactants needed to synthesize the given product. (1) Given the product [CH3:34][O:33][CH2:32][CH2:25][CH2:24][N:1]1[C:9]2[C:4](=[CH:5][CH:6]=[CH:7][CH:8]=2)[C:3]2([C:21]3[C:12](=[CH:13][C:14]4[CH2:50][O:49][CH2:48][O:16][C:15]=4[CH:20]=3)[O:11][CH2:10]2)[C:2]1=[O:22], predict the reactants needed to synthesize it. The reactants are: [NH:1]1[C:9]2[C:4](=[CH:5][CH:6]=[CH:7][CH:8]=2)[C:3]2([C:21]3[C:12](=[CH:13][C:14]4OCC[O:16][C:15]=4[CH:20]=3)[O:11][CH2:10]2)[C:2]1=[O:22].N1C2C(=CC=CC=2)[C@@:25]2(C3[C:34](=CC4OCCOC=4C=3)[O:33][CH2:32]2)[C:24]1=O.BrCC[CH2:48][O:49][CH3:50].BrCCCCC. (2) Given the product [Br:1][C:2]1[C:7]([CH2:8][OH:9])=[C:6]([OH:10])[C:5]([OH:11])=[CH:4][CH:3]=1, predict the reactants needed to synthesize it. The reactants are: [Br:1][C:2]1[C:7]([CH:8]=[O:9])=[C:6]([OH:10])[C:5]([OH:11])=[CH:4][CH:3]=1.[BH4-].[Na+].[NH4+].[Cl-].Cl. (3) The reactants are: C([N:5]1[C:9]([NH:10][C:11]2[CH:16]=[CH:15][C:14]([S:17]([NH:20][C:21]3[S:22][CH:23]=[CH:24][N:25]=3)(=[O:19])=[O:18])=[CH:13][CH:12]=2)=[CH:8][C:7]([CH2:26][C:27]2[CH:32]=[CH:31][C:30]([Cl:33])=[CH:29][CH:28]=2)=[N:6]1)(C)(C)C. Given the product [Cl:33][C:30]1[CH:31]=[CH:32][C:27]([CH2:26][C:7]2[CH:8]=[C:9]([NH:10][C:11]3[CH:12]=[CH:13][C:14]([S:17]([NH:20][C:21]4[S:22][CH:23]=[CH:24][N:25]=4)(=[O:18])=[O:19])=[CH:15][CH:16]=3)[NH:5][N:6]=2)=[CH:28][CH:29]=1, predict the reactants needed to synthesize it. (4) Given the product [C:9]([NH:8][C:5]1[N:6]=[CH:7][C:2]([NH:1][C:19](=[O:20])[O:21][CH2:22][C:23]([Cl:26])([Cl:25])[Cl:24])=[CH:3][N:4]=1)(=[O:11])[CH3:10], predict the reactants needed to synthesize it. The reactants are: [NH2:1][C:2]1[CH:3]=[N:4][C:5]([NH:8][C:9](=[O:11])[CH3:10])=[N:6][CH:7]=1.N1C=CC=CC=1.Cl[C:19]([O:21][CH2:22][C:23]([Cl:26])([Cl:25])[Cl:24])=[O:20]. (5) Given the product [CH3:29][O:28][C:24]1[CH:23]=[C:22]([CH:27]=[CH:26][CH:25]=1)[C:21]([N:11]1[CH2:12][CH2:13][CH:8]([C:6]([C:2]2[O:1][CH:5]=[CH:4][N:3]=2)=[O:7])[CH2:9][CH2:10]1)=[O:30], predict the reactants needed to synthesize it. The reactants are: [O:1]1[CH:5]=[CH:4][N:3]=[C:2]1[C:6]([CH:8]1[CH2:13][CH2:12][NH:11][CH2:10][CH2:9]1)=[O:7].CCN(CC)CC.[C:21](Cl)(=[O:30])[C:22]1[CH:27]=[CH:26][CH:25]=[C:24]([O:28][CH3:29])[CH:23]=1. (6) Given the product [CH2:1]([NH:8][S:10]([CH2:13][C:14]1[CH:29]=[CH:28][C:17]([CH2:18][C:19]2[CH:24]=[CH:23][C:22]([N+:25]([O-:27])=[O:26])=[CH:21][CH:20]=2)=[CH:16][CH:15]=1)(=[O:11])=[O:12])[C:2]1[CH:7]=[CH:6][CH:5]=[CH:4][CH:3]=1, predict the reactants needed to synthesize it. The reactants are: [CH2:1]([NH2:8])[C:2]1[CH:7]=[CH:6][CH:5]=[CH:4][CH:3]=1.Cl[S:10]([CH2:13][C:14]1[CH:29]=[CH:28][C:17]([CH2:18][C:19]2[CH:24]=[CH:23][C:22]([N+:25]([O-:27])=[O:26])=[CH:21][CH:20]=2)=[CH:16][CH:15]=1)(=[O:12])=[O:11].C(=O)([O-])[O-].[K+].[K+].